From a dataset of Full USPTO retrosynthesis dataset with 1.9M reactions from patents (1976-2016). Predict the reactants needed to synthesize the given product. (1) Given the product [OH:35][CH:14]1[C:15](=[O:1])[C:16]2[C:17]3[N:26]([CH3:27])[C:25]4[N:24]=[C:23]5[CH:28]=[CH:29][CH:30]=[CH:31][C:22]5=[CH:21][C:20]=4[C:19](=[O:32])[C:18]=3[C:9]([O:8][CH3:7])=[CH:10][C:11]=2[O:12][C:13]1([CH3:34])[CH3:33], predict the reactants needed to synthesize it. The reactants are: [O-:1][Mn](=O)(=O)=O.[K+].[CH3:7][O:8][C:9]1[C:18]2[C:19](=[O:32])[C:20]3[CH:21]=[C:22]4[CH:31]=[CH:30][CH:29]=[CH:28][C:23]4=[N:24][C:25]=3[N:26]([CH3:27])[C:17]=2[C:16]2[CH:15]=[CH:14][C:13]([CH3:34])([CH3:33])[O:12][C:11]=2[CH:10]=1.[OH2:35]. (2) Given the product [NH:28]([C:21]([O:9][CH2:8][C:7]1[CH:6]=[CH:5][C:4]([CH2:10][CH2:11][C:12]2[N:13]=[C:14]([NH:17][C:18](=[O:20])[CH3:19])[S:15][CH:16]=2)=[CH:3][C:2]=1[F:1])=[O:22])[NH:34][C:33]([O:37][C:38]([CH3:41])([CH3:40])[CH3:39])=[O:36], predict the reactants needed to synthesize it. The reactants are: [F:1][C:2]1[CH:3]=[C:4]([CH2:10][CH2:11][C:12]2[N:13]=[C:14]([NH:17][C:18](=[O:20])[CH3:19])[S:15][CH:16]=2)[CH:5]=[CH:6][C:7]=1[CH2:8][OH:9].[C:21]([N:28]1C=CN=C1)(N1C=CN=C1)=[O:22].[C:33]([O:37][C:38]([CH3:41])([CH3:40])[CH3:39])(=[O:36])[NH:34]N.Cl. (3) Given the product [CH3:1][O:2][C:3]1[CH:4]=[C:5]([C:9]2[C:10]3[N:11]([N:15]=[C:16]([NH:18][C:19]4[CH:24]=[CH:23][C:22]([CH:25]5[CH2:30][CH2:29][N:28]([CH2:32][C:33]([N:35]([CH3:37])[CH3:36])=[O:34])[CH2:27][CH2:26]5)=[CH:21][CH:20]=4)[N:17]=3)[CH:12]=[CH:13][CH:14]=2)[CH:6]=[CH:7][CH:8]=1, predict the reactants needed to synthesize it. The reactants are: [CH3:1][O:2][C:3]1[CH:4]=[C:5]([C:9]2[C:10]3[N:11]([N:15]=[C:16]([NH:18][C:19]4[CH:24]=[CH:23][C:22]([CH:25]5[CH2:30][CH2:29][NH:28][CH2:27][CH2:26]5)=[CH:21][CH:20]=4)[N:17]=3)[CH:12]=[CH:13][CH:14]=2)[CH:6]=[CH:7][CH:8]=1.Cl[CH2:32][C:33]([N:35]([CH3:37])[CH3:36])=[O:34]. (4) Given the product [F:15][C:2]([F:1])([F:14])[C:3]1[CH:4]=[CH:5][C:6]([CH:9]2[CH2:13][CH2:12][NH:11][CH2:10]2)=[CH:7][CH:8]=1, predict the reactants needed to synthesize it. The reactants are: [F:1][C:2]([F:15])([F:14])[C:3]1[CH:8]=[CH:7][C:6]([C:9]2[CH2:10][NH:11][CH2:12][CH:13]=2)=[CH:5][CH:4]=1.Cl. (5) Given the product [Cl:1][C:2]1[C:3]([C:14]2[CH:15]=[CH:16][C:17]([C:18]([OH:20])=[O:19])=[CH:23][CH:24]=2)=[N:4][C:5]([C:8]2[CH:9]=[CH:10][CH:11]=[CH:12][CH:13]=2)=[CH:6][CH:7]=1, predict the reactants needed to synthesize it. The reactants are: [Cl:1][C:2]1[C:3]([C:14]2[CH:24]=[CH:23][C:17]([C:18]([O:20]CC)=[O:19])=[CH:16][CH:15]=2)=[N:4][C:5]([C:8]2[CH:13]=[CH:12][CH:11]=[CH:10][CH:9]=2)=[CH:6][CH:7]=1.[OH-].[Na+].O1CCCC1.Cl. (6) Given the product [CH2:14]([NH:21][CH:6]1[CH2:5][CH2:4][N:3]([C:9]([O:11][CH2:12][CH3:13])=[O:10])[CH:2]([CH3:1])[CH2:7]1)[C:15]1[CH:20]=[CH:19][CH:18]=[CH:17][CH:16]=1, predict the reactants needed to synthesize it. The reactants are: [CH3:1][CH:2]1[CH2:7][C:6](=O)[CH2:5][CH2:4][N:3]1[C:9]([O:11][CH2:12][CH3:13])=[O:10].[CH2:14]([NH:21]CC1C=CC=CC=1)[C:15]1[CH:20]=[CH:19][CH:18]=[CH:17][CH:16]=1.C(O[BH-](OC(=O)C)OC(=O)C)(=O)C.[Na+].ClCCl.CO.